This data is from Reaction yield outcomes from USPTO patents with 853,638 reactions. The task is: Predict the reaction yield, written as a fraction of the theoretical maximum amount of product (1.0 means a 100% yield; for example, 0.34 means a 34% yield). (1) The catalyst is C1C=CC=CC=1.CCOC(C)=O. The yield is 0.910. The product is [I:6][C:7]1[CH:13]=[CH:12][C:10]([NH:11][C:3](=[O:4])[CH2:2][N:21]2[CH2:26][CH2:25][O:24][CH2:23][CH2:22]2)=[CH:9][CH:8]=1. The reactants are Br[CH2:2][C:3](Br)=[O:4].[I:6][C:7]1[CH:13]=[CH:12][C:10]([NH2:11])=[CH:9][CH:8]=1.CCN(CC)CC.[NH:21]1[CH2:26][CH2:25][O:24][CH2:23][CH2:22]1. (2) The reactants are [CH3:1][N:2]([CH2:4][C:5]1[CH:10]=[CH:9][C:8]([S:11]([CH2:14][C:15]2[N:16]=[C:17]([C:21]3[CH:30]=[CH:29][C:24]([C:25]([O:27]C)=[O:26])=[CH:23][CH:22]=3)[O:18][C:19]=2[CH3:20])(=[O:13])=[O:12])=[CH:7][CH:6]=1)[CH3:3].[ClH:31]. No catalyst specified. The product is [ClH:31].[CH3:1][N:2]([CH2:4][C:5]1[CH:6]=[CH:7][C:8]([S:11]([CH2:14][C:15]2[N:16]=[C:17]([C:21]3[CH:22]=[CH:23][C:24]([C:25]([OH:27])=[O:26])=[CH:29][CH:30]=3)[O:18][C:19]=2[CH3:20])(=[O:13])=[O:12])=[CH:9][CH:10]=1)[CH3:3]. The yield is 0.840. (3) The reactants are [Li+].[CH3:2]C([N-]C(C)C)C.[CH2:9]([C@H:16]1[CH2:20][O:19][C:18](=[O:21])[N:17]1[C:22](=[O:27])[CH2:23][CH2:24][CH2:25]Br)[C:10]1[CH:15]=[CH:14][CH:13]=[CH:12][CH:11]=1.[N:28]([C:37]([O:39][C:40]([CH3:43])([CH3:42])[CH3:41])=[O:38])=[N:29][C:30]([O:32][C:33]([CH3:36])([CH3:35])[CH3:34])=[O:31]. The catalyst is C1COCC1.C(Cl)Cl.[N+](CCCC)(CCCC)(CCCC)CCCC.[I-]. The product is [C:40]([O:39][C:37]([N:28]1[CH2:2][CH2:25][CH2:24][C@@H:23]([C:22]([N:17]2[C@@H:16]([CH2:9][C:10]3[CH:15]=[CH:14][CH:13]=[CH:12][CH:11]=3)[CH2:20][O:19][C:18]2=[O:21])=[O:27])[N:29]1[C:30]([O:32][C:33]([CH3:34])([CH3:35])[CH3:36])=[O:31])=[O:38])([CH3:43])([CH3:42])[CH3:41]. The yield is 0.493. (4) The reactants are [C:1]([C:5]1[O:9][N:8]=[C:7]([NH:10][C:11]([NH:13][C:14]2[CH:19]=[CH:18][CH:17]=[C:16]([O:20][C:21]3[C:30]4[C:25](=[CH:26][C:27]([O:35][CH3:36])=[C:28]([O:31][CH2:32][CH2:33]Cl)[CH:29]=4)[N:24]=[CH:23][N:22]=3)[CH:15]=2)=[O:12])[CH:6]=1)([CH3:4])([CH3:3])[CH3:2].[NH:37]1[CH2:42][CH2:41][S:40](=[O:44])(=[O:43])[CH2:39][CH2:38]1.CCN(C(C)C)C(C)C. The catalyst is [I-].C([N+](CCCC)(CCCC)CCCC)CCC.CN(C=O)C. The product is [C:1]([C:5]1[O:9][N:8]=[C:7]([NH:10][C:11]([NH:13][C:14]2[CH:19]=[CH:18][CH:17]=[C:16]([O:20][C:21]3[C:30]4[C:25](=[CH:26][C:27]([O:35][CH3:36])=[C:28]([O:31][CH2:32][CH2:33][N:37]5[CH2:42][CH2:41][S:40](=[O:44])(=[O:43])[CH2:39][CH2:38]5)[CH:29]=4)[N:24]=[CH:23][N:22]=3)[CH:15]=2)=[O:12])[CH:6]=1)([CH3:4])([CH3:3])[CH3:2]. The yield is 0.230. (5) The reactants are B(Br)(Br)Br.[F:5][C:6]1[CH:13]=[CH:12][C:9]([CH:10]=[O:11])=[CH:8][C:7]=1[O:14]C. The catalyst is ClCCl. The product is [F:5][C:6]1[CH:13]=[CH:12][C:9]([CH:10]=[O:11])=[CH:8][C:7]=1[OH:14]. The yield is 0.350. (6) The reactants are [CH:1]1([C:7]2[C:15]3[C:10](=[CH:11][C:12]([C:16]([OH:18])=[O:17])=[CH:13][CH:14]=3)[N:9]([CH2:19][C:20]([N:22]3[CH2:27][CH2:26][O:25][CH2:24][CH2:23]3)=[O:21])[C:8]=2[C:28]2[CH:33]=[CH:32][C:31]([C:34]3C=C[C:37]([N:40](C)[CH3:41])=[CH:36][CH:35]=3)=[CH:30][CH:29]=2)[CH2:6][CH2:5][CH2:4][CH2:3][CH2:2]1.[CH3:43][O:44]C(C1C=C2C(C(C3CCCCC3)=C(C3C=CC(OS(C(F)(F)F)(=O)=O)=CC=3)N2CC(N2CCOCC2)=O)=CC=1)=O.COC1C(B(O)O)=CC=CN=1. No catalyst specified. The product is [CH:1]1([C:7]2[C:15]3[C:10](=[CH:11][C:12]([C:16]([OH:18])=[O:17])=[CH:13][CH:14]=3)[N:9]([CH2:19][C:20]([N:22]3[CH2:27][CH2:26][O:25][CH2:24][CH2:23]3)=[O:21])[C:8]=2[C:28]2[CH:29]=[CH:30][C:31]([C:34]3[C:41]([O:44][CH3:43])=[N:40][CH:37]=[CH:36][CH:35]=3)=[CH:32][CH:33]=2)[CH2:2][CH2:3][CH2:4][CH2:5][CH2:6]1. The yield is 0.230. (7) The reactants are [Br:1][C:2]1[N:7]=[CH:6][C:5]([O:8][C@@H:9]([CH2:26][CH2:27]O)[C:10]([NH:12][CH:13]2[CH2:18][CH2:17][N:16]([C:19]([O:21][C:22]([CH3:25])([CH3:24])[CH3:23])=[O:20])[CH2:15][CH2:14]2)=[O:11])=[CH:4][CH:3]=1.C(P(CCCC)CCCC)CCC.N(C(OC(C)(C)C)=O)=NC(OC(C)(C)C)=O. The catalyst is C1(C)C=CC=CC=1. The product is [C:22]([O:21][C:19]([N:16]1[CH2:15][CH2:14][CH:13]([N:12]2[CH2:27][CH2:26][C@H:9]([O:8][C:5]3[CH:6]=[N:7][C:2]([Br:1])=[CH:3][CH:4]=3)[C:10]2=[O:11])[CH2:18][CH2:17]1)=[O:20])([CH3:23])([CH3:25])[CH3:24]. The yield is 0.750.